From a dataset of Full USPTO retrosynthesis dataset with 1.9M reactions from patents (1976-2016). Predict the reactants needed to synthesize the given product. (1) Given the product [F:23][C:20]1[CH:21]=[CH:22][C:16]2[O:15][CH2:14][C@H:13]([CH2:12][N:30]3[CH2:34][CH2:33][CH2:32][CH2:31]3)[O:18][C:17]=2[CH:19]=1, predict the reactants needed to synthesize it. The reactants are: CC1C=CC(S(O[CH2:12][C@@H:13]2[O:18][C:17]3[CH:19]=[C:20]([F:23])[CH:21]=[CH:22][C:16]=3[O:15][CH2:14]2)(=O)=O)=CC=1.C([O-])([O-])=O.[K+].[K+].[NH:30]1[CH2:34][CH2:33][CH2:32][CH2:31]1. (2) The reactants are: C(N(C(C)C)CC)(C)C.C(Cl)CCl.C1C=NC2N(O)N=NC=2C=1.[Cl:24][C:25]1[C:29]([Cl:30])=[C:28]([CH3:31])[NH:27][C:26]=1[C:32](NC1CCN(C2C=CN=C(S(C)=O)N=2)CC1)=[O:33].Cl.[NH2:51][CH:52]1[CH2:57][CH2:56][N:55]([C:58]2[CH:59]=[C:60]([CH:64]=[C:65]([Cl:67])[N:66]=2)[C:61]([NH2:63])=[O:62])[CH2:54][CH2:53]1. Given the product [Cl:67][C:65]1[CH:64]=[C:60]([CH:59]=[C:58]([N:55]2[CH2:54][CH2:53][CH:52]([NH:51][C:32]([C:26]3[NH:27][C:28]([CH3:31])=[C:29]([Cl:30])[C:25]=3[Cl:24])=[O:33])[CH2:57][CH2:56]2)[N:66]=1)[C:61]([NH2:63])=[O:62], predict the reactants needed to synthesize it. (3) The reactants are: [Br:1][C:2]1[C:3](=[O:9])[NH:4][N:5]=[C:6]([Cl:8])[CH:7]=1.[C:10]([O-])([O-])=O.[Cs+].[Cs+].IC. Given the product [Br:1][C:2]1[C:3](=[O:9])[N:4]([CH3:10])[N:5]=[C:6]([Cl:8])[CH:7]=1, predict the reactants needed to synthesize it.